This data is from Full USPTO retrosynthesis dataset with 1.9M reactions from patents (1976-2016). The task is: Predict the reactants needed to synthesize the given product. (1) Given the product [CH3:1][C@H:2]1[CH2:7][C@@H:6]([OH:8])[C@H:5]([CH:9]([CH3:11])[CH3:10])[CH2:4][CH2:3]1.[C:12]([O-:18])(=[O:17])[CH2:13][C:14]([CH3:16])=[O:15], predict the reactants needed to synthesize it. The reactants are: [CH3:1][C@H:2]1[CH2:7][C@@H:6]([OH:8])[C@H:5]([CH:9]([CH3:11])[CH3:10])[CH2:4][CH2:3]1.[C:12]([O:18]C)(=[O:17])[CH2:13][C:14]([CH3:16])=[O:15].C1(C)C=CC(S(O)(=O)=O)=CC=1.CCCCCCC. (2) Given the product [Cl:1][C:2]1[CH:3]=[C:4]([CH2:10][N:24]2[CH2:25][CH2:26][CH:21](/[CH:20]=[CH:19]/[C:14]3[CH:15]=[CH:16][CH:17]=[CH:18][C:13]=3[F:12])[CH2:22][CH2:23]2)[C:5]([O:8][CH3:9])=[N:6][CH:7]=1, predict the reactants needed to synthesize it. The reactants are: [Cl:1][C:2]1[CH:3]=[C:4]([CH:10]=O)[C:5]([O:8][CH3:9])=[N:6][CH:7]=1.[F:12][C:13]1[CH:18]=[CH:17][CH:16]=[CH:15][C:14]=1/[CH:19]=[CH:20]/[CH:21]1[CH2:26][CH2:25][NH:24][CH2:23][CH2:22]1.C(O)(=O)C.C(O[BH-](OC(=O)C)OC(=O)C)(=O)C.[Na+]. (3) Given the product [NH2:21][C@H:16]([CH2:17][CH:18]([CH3:20])[CH3:19])[C:15]([NH:14][C:5]1[CH:6]=[CH:7][C:8]([C:9]2[S:13][CH:12]=[N:11][CH:10]=2)=[C:3]([O:2][CH3:1])[CH:4]=1)=[O:29], predict the reactants needed to synthesize it. The reactants are: [CH3:1][O:2][C:3]1[CH:4]=[C:5]([NH:14][C:15](=[O:29])[C@H:16]([NH:21]C(=O)OC(C)(C)C)[CH2:17][CH:18]([CH3:20])[CH3:19])[CH:6]=[CH:7][C:8]=1[C:9]1[S:13][CH:12]=[N:11][CH:10]=1.C(O)(C(F)(F)F)=O.